From a dataset of Forward reaction prediction with 1.9M reactions from USPTO patents (1976-2016). Predict the product of the given reaction. (1) Given the reactants [CH3:1][O:2][C:3]1[C:4]([O:12][CH2:13][CH2:14][CH3:15])=[C:5]([CH:9]=[CH:10][CH:11]=1)[CH2:6][NH:7][CH3:8].[CH3:16][C:17]1([CH3:33])[O:22][C:21]2[CH:23]=[C:24]([CH:27]=[CH:28][C:29]([OH:31])=O)[CH:25]=[N:26][C:20]=2[NH:19][C:18]1=[O:32].ON1C2C=CC=CC=2N=N1.C(N(C(C)C)CC)(C)C.CN(C)CCCN=C=NCC, predict the reaction product. The product is: [CH3:33][C:17]1([CH3:16])[O:22][C:21]2[CH:23]=[C:24](/[CH:27]=[CH:28]/[C:29]([N:7]([CH2:6][C:5]3[CH:9]=[CH:10][CH:11]=[C:3]([O:2][CH3:1])[C:4]=3[O:12][CH2:13][CH2:14][CH3:15])[CH3:8])=[O:31])[CH:25]=[N:26][C:20]=2[NH:19][C:18]1=[O:32]. (2) Given the reactants [CH2:1]([O:3][C:4](=[O:13])[CH2:5][CH2:6][C:7](=O)[C:8]([F:11])([F:10])[F:9])[CH3:2].Cl.[C:15]1([CH3:23])[CH:20]=[CH:19][C:18]([NH:21]N)=[CH:17][CH:16]=1.Cl, predict the reaction product. The product is: [CH2:1]([O:3][C:4](=[O:13])[CH2:5][C:6]1[C:19]2[C:18](=[CH:17][CH:16]=[C:15]([CH3:23])[CH:20]=2)[NH:21][C:7]=1[C:8]([F:11])([F:10])[F:9])[CH3:2].